From a dataset of Full USPTO retrosynthesis dataset with 1.9M reactions from patents (1976-2016). Predict the reactants needed to synthesize the given product. (1) Given the product [Cl:19][C:16]1[CH:15]=[CH:14][C:13]([CH:12]([CH:20]([C:24]2[CH:25]=[CH:26][C:27]([C:28]([NH:30][CH2:31][CH2:32][C:33]([OH:35])=[O:34])=[O:29])=[CH:38][CH:39]=2)[CH2:21][CH2:22][CH3:23])[C:11]([N:6]2[CH2:5][C:4]3[C:8](=[CH:9][CH:10]=[C:2]([C:48]4[C:43]([O:42][CH3:41])=[N:44][CH:45]=[CH:46][CH:47]=4)[CH:3]=3)[CH2:7]2)=[O:40])=[CH:18][CH:17]=1, predict the reactants needed to synthesize it. The reactants are: Br[C:2]1[CH:3]=[C:4]2[C:8](=[CH:9][CH:10]=1)[CH2:7][N:6]([C:11](=[O:40])[CH:12]([CH:20]([C:24]1[CH:39]=[CH:38][C:27]([C:28]([NH:30][CH2:31][CH2:32][C:33]([O:35]CC)=[O:34])=[O:29])=[CH:26][CH:25]=1)[CH2:21][CH2:22][CH3:23])[C:13]1[CH:18]=[CH:17][C:16]([Cl:19])=[CH:15][CH:14]=1)[CH2:5]2.[CH3:41][O:42][C:43]1[C:48](B(O)O)=[CH:47][CH:46]=[CH:45][N:44]=1.C([O-])([O-])=O.[Na+].[Na+].[Br-]. (2) Given the product [NH2:8][C@@H:12]([CH2:11][OH:10])[CH2:13][O:14][C:15]1[CH:20]=[CH:19][C:18]([C:21]([C:24]2[CH:29]=[CH:28][C:27]([CH2:30][CH2:31][CH:32]([OH:37])[C:33]([CH3:34])([CH3:35])[CH3:36])=[C:26]([CH3:38])[CH:25]=2)([CH2:22][CH3:23])[CH2:39][CH3:40])=[CH:17][C:16]=1[CH3:41], predict the reactants needed to synthesize it. The reactants are: C(OC([N:8]1[C@H:12]([CH2:13][O:14][C:15]2[CH:20]=[CH:19][C:18]([C:21]([CH2:39][CH3:40])([C:24]3[CH:29]=[CH:28][C:27]([CH2:30][CH2:31][CH:32]([OH:37])[C:33]([CH3:36])([CH3:35])[CH3:34])=[C:26]([CH3:38])[CH:25]=3)[CH2:22][CH3:23])=[CH:17][C:16]=2[CH3:41])[CH2:11][O:10]C1(C)C)=O)(C)(C)C.Cl.C([O-])(O)=O.[Na+]. (3) Given the product [F:1][C:2]1[CH:20]=[CH:19][CH:18]=[CH:17][C:3]=1[CH2:4][N:5]1[C:9]([C:10]2[S:11][CH:12]=[CH:13][N:14]=2)=[N:8][C:7]([C:15](=[NH:27])[NH2:16])=[N:6]1, predict the reactants needed to synthesize it. The reactants are: [F:1][C:2]1[CH:20]=[CH:19][CH:18]=[CH:17][C:3]=1[CH2:4][N:5]1[C:9]([C:10]2[S:11][CH:12]=[CH:13][N:14]=2)=[N:8][C:7]([C:15]#[N:16])=[N:6]1.C[O-].[Na+].CO.[Cl-].[NH4+:27].C([O-])(O)=O.[Na+]. (4) Given the product [CH3:1][O:2][CH2:3][CH2:4][N:5]([CH2:23][C:24]1[CH:36]=[CH:35][C:27]([O:28][CH2:29][C:30]([OH:32])=[O:31])=[C:26]([CH3:37])[CH:25]=1)[C:6]1[C:7]([CH3:22])=[C:8]([C:12]2[CH:13]=[CH:14][C:15]([C:18]([F:21])([F:20])[F:19])=[CH:16][CH:17]=2)[CH:9]=[CH:10][CH:11]=1, predict the reactants needed to synthesize it. The reactants are: [CH3:1][O:2][CH2:3][CH2:4][N:5]([CH2:23][C:24]1[CH:36]=[CH:35][C:27]([O:28][CH2:29][C:30]([O:32]CC)=[O:31])=[C:26]([CH3:37])[CH:25]=1)[C:6]1[C:7]([CH3:22])=[C:8]([C:12]2[CH:17]=[CH:16][C:15]([C:18]([F:21])([F:20])[F:19])=[CH:14][CH:13]=2)[CH:9]=[CH:10][CH:11]=1.[OH-].[Na+]. (5) Given the product [Cl:15][C:10]1[C:9]2[C:4](=[CH:5][C:6]([F:16])=[CH:7][CH:8]=2)[N:3]=[C:2]([C:20]2[CH:19]=[C:18]([CH3:17])[CH:23]=[CH:22][N:21]=2)[C:11]=1[CH:12]([CH3:14])[CH3:13], predict the reactants needed to synthesize it. The reactants are: Cl[C:2]1[C:11]([CH:12]([CH3:14])[CH3:13])=[C:10]([Cl:15])[C:9]2[C:4](=[CH:5][C:6]([F:16])=[CH:7][CH:8]=2)[N:3]=1.[CH3:17][C:18]1[CH:23]=[CH:22][N:21]=[C:20]([Sn](CCCC)(CCCC)CCCC)[CH:19]=1. (6) Given the product [CH2:13]([NH:15][C:1](=[O:12])/[CH:2]=[CH:3]/[CH2:4][CH2:5][CH2:6][CH2:7][CH2:8][CH2:9][CH3:10])[CH3:14], predict the reactants needed to synthesize it. The reactants are: [C:1]([OH:12])(=O)/[CH:2]=[CH:3]/[CH2:4][CH2:5][CH2:6][CH2:7][CH2:8][CH2:9][CH3:10].[CH2:13]([NH2:15])[CH3:14]. (7) Given the product [Br:27][C:28]1[C:13]([N:10]2[CH2:9][CH2:8][N:7]([CH2:6][C:4]3[N:3]=[CH:2][S:1][CH:5]=3)[CH2:12][CH2:11]2)=[C:30]([N+:35]([O-:37])=[O:36])[C:31]([NH2:34])=[N:32][CH:33]=1, predict the reactants needed to synthesize it. The reactants are: [S:1]1[CH:5]=[C:4]([CH2:6][N:7]2[CH2:12][CH2:11][N:10]([C:13](OC(C)(C)C)=O)[CH2:9][CH2:8]2)[N:3]=[CH:2]1.C(O)(C(F)(F)F)=O.[Br:27][C:28]1C(Cl)=[C:30]([N+:35]([O-:37])=[O:36])[C:31]([NH2:34])=[N:32][CH:33]=1.